From a dataset of Reaction yield outcomes from USPTO patents with 853,638 reactions. Predict the reaction yield, written as a fraction of the theoretical maximum amount of product (1.0 means a 100% yield; for example, 0.34 means a 34% yield). (1) The reactants are C([C:4]1[CH:8]=[CH:7][S:6]C=1)(=O)C.[S:9]1[CH:13]=[CH:12][C:11]([C:14]([CH2:16][C:17]#[N:18])=[O:15])=[CH:10]1.N1CCOC[CH2:20]1.[S]. The catalyst is CC(=O)CC. The product is [NH2:18][C:17]1[S:6][C:7]([CH3:20])=[C:8]([CH3:4])[C:16]=1[C:14]([C:11]1[CH:12]=[CH:13][S:9][CH:10]=1)=[O:15]. The yield is 0.380. (2) The reactants are [CH2:1]([C@H:8]([NH:21][C:22]([C@H:24]1[NH:43][C:42](=[O:44])[C@H:41]([CH3:45])[NH:40][C:39](=[O:46])[CH2:38][CH2:37][C:36]2=[CH:47][C:32](=[CH:33][CH:34]=[CH:35]2)[C:31]2=[CH:48][C:27](=[CH:28][CH:29]=[CH:30]2)[CH2:26][CH2:25]1)=[O:23])[CH:9]([C:11](=[O:20])[NH:12][CH2:13][C:14]1[CH:19]=[CH:18][CH:17]=[CH:16][CH:15]=1)[OH:10])[C:2]1[CH:7]=[CH:6][CH:5]=[CH:4][CH:3]=1.CC(OI1(OC(C)=O)(OC(C)=O)OC(=O)C2C=CC=CC1=2)=O. The catalyst is ClCCl. The product is [CH2:1]([C@H:8]([NH:21][C:22]([C@H:24]1[NH:43][C:42](=[O:44])[C@H:41]([CH3:45])[NH:40][C:39](=[O:46])[CH2:38][CH2:37][C:36]2=[CH:47][C:32](=[CH:33][CH:34]=[CH:35]2)[C:31]2=[CH:48][C:27](=[CH:28][CH:29]=[CH:30]2)[CH2:26][CH2:25]1)=[O:23])[C:9]([C:11](=[O:20])[NH:12][CH2:13][C:14]1[CH:15]=[CH:16][CH:17]=[CH:18][CH:19]=1)=[O:10])[C:2]1[CH:3]=[CH:4][CH:5]=[CH:6][CH:7]=1. The yield is 0.360. (3) The reactants are [CH2:1]1[CH2:11]CN2C(=NCCC2)C[CH2:2]1.[OH:12][CH:13]([C:19]1[CH:24]=[CH:23][C:22]([N:25]2[C:29](=[O:30])[CH2:28][CH2:27][C@@H:26]2[CH2:31][CH2:32][CH2:33][C:34]2[S:38][C:37]([C:39]([OH:41])=[O:40])=[CH:36][CH:35]=2)=[CH:21][CH:20]=1)[CH2:14][CH2:15][CH2:16][CH2:17][CH3:18].IC(C)C. The catalyst is CC(C)=O. The product is [CH:1]([O:40][C:39]([C:37]1[S:38][C:34]([CH2:33][CH2:32][CH2:31][C@H:26]2[CH2:27][CH2:28][C:29](=[O:30])[N:25]2[C:22]2[CH:21]=[CH:20][C:19]([CH:13]([OH:12])[CH2:14][CH2:15][CH2:16][CH2:17][CH3:18])=[CH:24][CH:23]=2)=[CH:35][CH:36]=1)=[O:41])([CH3:11])[CH3:2]. The yield is 0.530. (4) The reactants are [N:1]1([C:10]2[N:14]([CH3:15])[N:13]=[C:12]([CH3:16])[C:11]=2/[CH:17]=[CH:18]/[C:19]([NH:21][S:22]([CH2:25][CH2:26][CH2:27][CH2:28][CH3:29])(=[O:24])=[O:23])=[O:20])[C:9]2[C:4](=[CH:5][CH:6]=[CH:7][CH:8]=2)[CH:3]=[CH:2]1.C(=O)([O-])O.[K+:34]. The catalyst is CO. The product is [N:1]1([C:10]2[N:14]([CH3:15])[N:13]=[C:12]([CH3:16])[C:11]=2/[CH:17]=[CH:18]/[C:19]([N-:21][S:22]([CH2:25][CH2:26][CH2:27][CH2:28][CH3:29])(=[O:24])=[O:23])=[O:20])[C:9]2[C:4](=[CH:5][CH:6]=[CH:7][CH:8]=2)[CH:3]=[CH:2]1.[K+:34]. The yield is 0.990. (5) The reactants are [CH3:1][C:2]1[CH:11]=[CH:10][C:9]2[C:4](=[CH:5][CH:6]=[CH:7][C:8]=2[N:12]2[CH2:17][CH2:16][N:15]([CH2:18][C:19]([C:21]3[CH:22]=[CH:23][C:24]4[O:29][CH2:28][C:27](=[O:30])[NH:26][C:25]=4[CH:31]=3)=O)[CH2:14][CH2:13]2)[N:3]=1.Cl.CN.[C:35]([BH3-])#[N:36].[Na+]. The catalyst is CO. The product is [CH3:35][NH:36][CH:19]([C:21]1[CH:22]=[CH:23][C:24]2[O:29][CH2:28][C:27](=[O:30])[NH:26][C:25]=2[CH:31]=1)[CH2:18][N:15]1[CH2:16][CH2:17][N:12]([C:8]2[CH:7]=[CH:6][CH:5]=[C:4]3[C:9]=2[CH:10]=[CH:11][C:2]([CH3:1])=[N:3]3)[CH2:13][CH2:14]1. The yield is 0.440.